Dataset: Full USPTO retrosynthesis dataset with 1.9M reactions from patents (1976-2016). Task: Predict the reactants needed to synthesize the given product. (1) Given the product [F:10][C:9]([F:11])([F:12])[C:7]1[CH:6]=[C:5]([NH:13][C:14]([NH:39][C:40]2[N:44]([CH3:45])[N:43]=[C:42]([CH:46]3[CH2:48][CH2:47]3)[CH:41]=2)=[C:15]([S:18]([C:21]2[CH:22]=[CH:23][C:24]([Cl:27])=[CH:25][CH:26]=2)(=[O:19])=[O:20])[C:16]#[N:17])[CH:4]=[C:3]([C:2]([F:30])([F:31])[F:1])[CH:8]=1, predict the reactants needed to synthesize it. The reactants are: [F:1][C:2]([F:31])([F:30])[C:3]1[CH:4]=[C:5]([NH:13][C:14](SC)=[C:15]([S:18]([C:21]2[CH:26]=[CH:25][C:24]([Cl:27])=[CH:23][CH:22]=2)(=[O:20])=[O:19])[C:16]#[N:17])[CH:6]=[C:7]([C:9]([F:12])([F:11])[F:10])[CH:8]=1.C(N(CC)CC)C.[NH2:39][C:40]1[N:44]([CH3:45])[N:43]=[C:42]([CH:46]2[CH2:48][CH2:47]2)[CH:41]=1. (2) Given the product [NH2:36][C:32]1[CH:31]=[C:30]([NH:29][S:26]([C:19]2[CH:18]=[CH:17][C:16]3[C:15]4[C:23](=[CH:24][C:12]([S:9]([NH:8][C:4]5[CH:5]=[CH:6][CH:7]=[C:2]([OH:1])[CH:3]=5)(=[O:10])=[O:11])=[CH:13][CH:14]=4)[C:22](=[O:25])[C:21]=3[CH:20]=2)(=[O:27])=[O:28])[CH:35]=[CH:34][CH:33]=1, predict the reactants needed to synthesize it. The reactants are: [OH:1][C:2]1[CH:3]=[C:4]([NH:8][S:9]([C:12]2[CH:24]=[C:23]3[C:15]([C:16]4[CH:17]=[CH:18][C:19]([S:26]([NH:29][C:30]5[CH:31]=[C:32]([NH:36]C(=O)C)[CH:33]=[CH:34][CH:35]=5)(=[O:28])=[O:27])=[CH:20][C:21]=4[C:22]3=[O:25])=[CH:14][CH:13]=2)(=[O:11])=[O:10])[CH:5]=[CH:6][CH:7]=1. (3) Given the product [Cl:8][C:6]1[N:5]=[CH:4][N:3]=[C:2]([N:11]([CH3:12])[CH3:10])[CH:7]=1, predict the reactants needed to synthesize it. The reactants are: Cl[C:2]1[CH:7]=[C:6]([Cl:8])[N:5]=[CH:4][N:3]=1.C[CH2:10][N:11](C(C)C)[CH:12](C)C.N(C)C.C([O-])(O)=O.[Na+]. (4) Given the product [F:23][C:20]1[CH:21]=[CH:22][C:17]([C@H:15]([N:14]2[CH2:24][CH2:25][C:26]3[CH:27]=[C:28]4[C:32](=[CH:33][C:34]=3[NH:35][C:13]2=[O:62])[N:31]([C:36]([C:37]2[CH:38]=[CH:39][CH:40]=[CH:41][CH:42]=2)([C:49]2[CH:54]=[CH:53][CH:52]=[CH:51][CH:50]=2)[C:43]2[CH:44]=[CH:45][CH:46]=[CH:47][CH:48]=2)[N:30]=[C:29]4[C:55]2[CH:60]=[CH:59][N:58]=[C:57]([CH3:61])[CH:56]=2)[CH3:16])=[CH:18][CH:19]=1, predict the reactants needed to synthesize it. The reactants are: [Li+].C[Si]([N-][Si](C)(C)C)(C)C.CO[C:13](=[O:62])[N:14]([CH2:24][CH2:25][C:26]1[CH:27]=[C:28]2[C:32](=[CH:33][C:34]=1[NH2:35])[N:31]([C:36]([C:49]1[CH:54]=[CH:53][CH:52]=[CH:51][CH:50]=1)([C:43]1[CH:48]=[CH:47][CH:46]=[CH:45][CH:44]=1)[C:37]1[CH:42]=[CH:41][CH:40]=[CH:39][CH:38]=1)[N:30]=[C:29]2[C:55]1[CH:60]=[CH:59][N:58]=[C:57]([CH3:61])[CH:56]=1)[C@@H:15]([C:17]1[CH:22]=[CH:21][C:20]([F:23])=[CH:19][CH:18]=1)[CH3:16]. (5) Given the product [N+:17]([CH2:20][CH:1]([C:2]1[CH:7]=[CH:6][CH:5]=[CH:4][CH:3]=1)[CH2:8][C:9]([C:11]1[CH:16]=[CH:15][CH:14]=[CH:13][CH:12]=1)=[O:10])([O-:19])=[O:18], predict the reactants needed to synthesize it. The reactants are: [CH:1](=[CH:8][C:9]([C:11]1[CH:16]=[CH:15][CH:14]=[CH:13][CH:12]=1)=[O:10])[C:2]1[CH:7]=[CH:6][CH:5]=[CH:4][CH:3]=1.[N+:17]([CH3:20])([O-:19])=[O:18].C(NCC)C. (6) Given the product [C:19]1([C:23]2[CH:28]=[CH:27][CH:26]=[CH:25][CH:24]=2)[CH:20]=[CH:21][CH:22]=[C:17]([C:9]2[CH:8]=[C:7]([CH:12]([CH3:14])[CH3:13])[CH:6]=[C:5]3[C:10]=2[N:1]=[CH:2][CH:3]=[CH:4]3)[CH:18]=1, predict the reactants needed to synthesize it. The reactants are: [N:1]1[C:10]2[C:5](=[CH:6][CH:7]=[CH:8][CH:9]=2)[CH:4]=[CH:3][CH:2]=1.[Li][CH:12]([CH2:14]C)[CH3:13].Br[C:17]1[CH:18]=[C:19]([C:23]2[CH:28]=[CH:27][CH:26]=[CH:25][CH:24]=2)[CH:20]=[CH:21][CH:22]=1.C([O-])([O-])=O.[Na+].[Na+]. (7) Given the product [NH2:24][C@@H:10]([CH2:9][C:4]1[CH:5]=[CH:6][C:7]([OH:8])=[C:2]([OH:1])[CH:3]=1)[C:11]([O:13][C@H:14]([CH3:23])[C@H:15]([O:17][C:18](=[O:22])[CH:19]([CH3:21])[CH3:20])[CH3:16])=[O:12], predict the reactants needed to synthesize it. The reactants are: [OH:1][C:2]1[CH:3]=[C:4]([CH2:9][C@H:10]([NH:24]C(OC(C)(C)C)=O)[C:11]([O:13][C@H:14]([CH3:23])[C@H:15]([O:17][C:18](=[O:22])[CH:19]([CH3:21])[CH3:20])[CH3:16])=[O:12])[CH:5]=[CH:6][C:7]=1[OH:8].